Dataset: Full USPTO retrosynthesis dataset with 1.9M reactions from patents (1976-2016). Task: Predict the reactants needed to synthesize the given product. (1) Given the product [Cl:29][C:30]1[C:31]([C:9](=[O:11])[CH2:8][C:3]2[CH:4]=[CH:5][CH:6]=[CH:7][C:2]=2[F:1])=[CH:35][CH:36]=[CH:37][N:38]=1, predict the reactants needed to synthesize it. The reactants are: [F:1][C:2]1[CH:7]=[CH:6][CH:5]=[CH:4][C:3]=1[CH2:8][C:9]([O:11]C)=O.[Li+].C[Si]([N-][Si](C)(C)C)(C)C.CCCCCC.[Cl:29][C:30]1[N:38]=[CH:37][CH:36]=[CH:35][C:31]=1C(Cl)=O.[Cl-].[NH4+].[Cl-].[Na+]. (2) Given the product [CH3:1][O:2][C:3]1[CH:17]=[CH:16][C:6]([O:7][C:8]2[CH:15]=[CH:14][C:11]([CH2:12][NH2:13])=[CH:10][CH:9]=2)=[CH:5][CH:4]=1, predict the reactants needed to synthesize it. The reactants are: [CH3:1][O:2][C:3]1[CH:17]=[CH:16][C:6]([O:7][C:8]2[CH:15]=[CH:14][C:11]([C:12]#[N:13])=[CH:10][CH:9]=2)=[CH:5][CH:4]=1.[H-].[Al+3].[Li+].[H-].[H-].[H-].C1COCC1.[OH-].[Na+]. (3) Given the product [CH2:1]([N:8]1[C:16]2[C:11](=[C:12]([O:17][CH2:21][C:22]3[CH:27]=[CH:26][CH:25]=[CH:24][CH:23]=3)[CH:29]=[CH:14][CH:15]=2)[CH:10]=[C:9]1[CH3:18])[C:2]1[CH:7]=[CH:6][CH:5]=[CH:4][CH:3]=1, predict the reactants needed to synthesize it. The reactants are: [CH2:1]([N:8]1[C:16]2[CH:15]=[CH:14]N[C:12](=[O:17])[C:11]=2[CH:10]=[C:9]1[CH3:18])[C:2]1[CH:7]=[CH:6][CH:5]=[CH:4][CH:3]=1.[H-].[Na+].[CH2:21](Br)[C:22]1[CH:27]=[CH:26][CH:25]=[CH:24][CH:23]=1.[CH3:29]N(C=O)C.